Dataset: Reaction yield outcomes from USPTO patents with 853,638 reactions. Task: Predict the reaction yield, written as a fraction of the theoretical maximum amount of product (1.0 means a 100% yield; for example, 0.34 means a 34% yield). (1) The reactants are [CH3:1][O:2][C:3]([C:5]1([C:8]2[CH:13]=[CH:12][C:11]([O:14][CH3:15])=[CH:10][CH:9]=2)[CH2:7][CH2:6]1)=[O:4].[N+:16]([O-])([OH:18])=[O:17].Cl. The catalyst is CC(OC(C)=O)=O.CC(O)=O. The product is [CH3:1][O:2][C:3]([C:5]1([C:8]2[CH:9]=[CH:10][C:11]([O:14][CH3:15])=[C:12]([N+:16]([O-:18])=[O:17])[CH:13]=2)[CH2:6][CH2:7]1)=[O:4]. The yield is 0.980. (2) The product is [Br:1][C:2]1[CH:3]=[N:4][N:5]2[C:10]([NH:11][CH2:12][CH:13]3[CH2:14][CH2:15][N:16]([C:31]([NH2:30])=[O:32])[CH2:17][CH2:18]3)=[CH:9][C:8]([C:19]3[CH:24]=[CH:23][CH:22]=[CH:21][C:20]=3[Cl:25])=[N:7][C:6]=12. The yield is 0.860. The catalyst is ClCCl. The reactants are [Br:1][C:2]1[CH:3]=[N:4][N:5]2[C:10]([NH:11][CH2:12][CH:13]3[CH2:18][CH2:17][NH:16][CH2:15][CH2:14]3)=[CH:9][C:8]([C:19]3[CH:24]=[CH:23][CH:22]=[CH:21][C:20]=3[Cl:25])=[N:7][C:6]=12.C[Si]([N:30]=[C:31]=[O:32])(C)C. (3) The reactants are [F:1][C:2]1[CH:7]=[C:6]([OH:8])[CH:5]=[C:4]([F:9])[C:3]=1[C:10]1[N:15]=[C:14]([C:16]([O:18][CH3:19])=[O:17])[CH:13]=[CH:12][C:11]=1[F:20].[CH2:21](O)[CH3:22].C1(P(C2C=CC=CC=2)C2C=CC=CC=2)C=CC=CC=1. The catalyst is C1COCC1. The product is [CH2:21]([O:8][C:6]1[CH:5]=[C:4]([F:9])[C:3]([C:10]2[N:15]=[C:14]([C:16]([O:18][CH3:19])=[O:17])[CH:13]=[CH:12][C:11]=2[F:20])=[C:2]([F:1])[CH:7]=1)[CH3:22]. The yield is 0.990. (4) The reactants are Cl.[C:2]([NH:6][C:7]1[C:12](/[CH:13]=[CH:14]/OCC)=[CH:11][N:10]=[C:9]([Cl:18])[N:8]=1)([CH3:5])([CH3:4])[CH3:3]. The catalyst is C(O)(C)C. The product is [C:2]([N:6]1[C:7]2[N:8]=[C:9]([Cl:18])[N:10]=[CH:11][C:12]=2[CH:13]=[CH:14]1)([CH3:5])([CH3:4])[CH3:3]. The yield is 0.850. (5) The reactants are [Br:1][C:2]1[CH:3]=[C:4]([CH:7]=[CH:8][C:9]=1[O:10][CH3:11])[CH:5]=[O:6].S([CH2:22][N+:23]#[C-:24])(C1C=CC(C)=CC=1)(=O)=O.C([O-])([O-])=O.[K+].[K+]. The catalyst is CO. The product is [Br:1][C:2]1[CH:3]=[C:4]([C:5]2[O:6][CH:24]=[N:23][CH:22]=2)[CH:7]=[CH:8][C:9]=1[O:10][CH3:11]. The yield is 0.800. (6) The reactants are [CH3:1][O:2][C:3](=[O:14])[C:4]1[C:5](=[CH:7][C:8]([N+:11]([O-:13])=[O:12])=[CH:9][CH:10]=1)[NH2:6].S(Cl)([Cl:18])(=O)=O. The catalyst is C(O)(=O)C. The product is [CH3:1][O:2][C:3](=[O:14])[C:4]1[C:5](=[CH:7][C:8]([N+:11]([O-:13])=[O:12])=[C:9]([Cl:18])[CH:10]=1)[NH2:6]. The yield is 0.360.